Dataset: Reaction yield outcomes from USPTO patents with 853,638 reactions. Task: Predict the reaction yield, written as a fraction of the theoretical maximum amount of product (1.0 means a 100% yield; for example, 0.34 means a 34% yield). (1) The reactants are [CH2:1]([O:8][C:9]1[CH:10]=[C:11]2[C:15](=[CH:16][CH:17]=1)[NH:14][C:13]([CH3:18])=[C:12]2[C:19]([O:21][CH2:22][CH3:23])=[O:20])[C:2]1[CH:7]=[CH:6][CH:5]=[CH:4][CH:3]=1.I[C:25]1[CH:30]=[CH:29][CH:28]=[CH:27][CH:26]=1.P([O-])([O-])([O-])=O.[K+].[K+].[K+].CNCCNC. The catalyst is C1(C)C=CC=CC=1.[Cu]I. The product is [CH2:1]([O:8][C:9]1[CH:10]=[C:11]2[C:15](=[CH:16][CH:17]=1)[N:14]([C:25]1[CH:30]=[CH:29][CH:28]=[CH:27][CH:26]=1)[C:13]([CH3:18])=[C:12]2[C:19]([O:21][CH2:22][CH3:23])=[O:20])[C:2]1[CH:3]=[CH:4][CH:5]=[CH:6][CH:7]=1. The yield is 0.760. (2) The reactants are [Cl:1][C:2]1[C:10]2[C:5](=[CH:6][CH:7]=[CH:8][CH:9]=2)[NH:4][C:3]=1[C:11]([O:13]CC)=[O:12].O[Li].O.Cl. The catalyst is C1COCC1.CO.O.O. The product is [Cl:1][C:2]1[C:10]2[C:5](=[CH:6][CH:7]=[CH:8][CH:9]=2)[NH:4][C:3]=1[C:11]([OH:13])=[O:12]. The yield is 0.820. (3) The reactants are [Cl:1][C:2]1[C:3]([C:14]2[CH2:19][CH2:18][CH:17]([C:20]([O:22][CH2:23][CH3:24])=[O:21])[CH2:16][CH:15]=2)=[N:4][C:5]2[C:10]([CH:11]=1)=[CH:9][C:8]([O:12][CH3:13])=[CH:7][CH:6]=2. The catalyst is CCO. The product is [Cl:1][C:2]1[C:3]([CH:14]2[CH2:15][CH2:16][CH:17]([C:20]([O:22][CH2:23][CH3:24])=[O:21])[CH2:18][CH2:19]2)=[N:4][C:5]2[C:10]([CH:11]=1)=[CH:9][C:8]([O:12][CH3:13])=[CH:7][CH:6]=2. The yield is 0.260. (4) The reactants are [N:1]1([C:7](=[O:29])[CH2:8][CH2:9][CH:10]=[CH:11][CH2:12][CH:13]=[CH:14][CH2:15][CH:16]=[CH:17][CH2:18][CH:19]=[CH:20][CH2:21][CH:22]=[CH:23][CH2:24][CH:25]=[CH:26][CH2:27][CH3:28])[CH2:6][CH2:5][NH:4][CH2:3][CH2:2]1.[C:30](O)(=[O:38])[C:31]1[C:32](=[CH:34][CH:35]=[CH:36][CH:37]=1)[OH:33].CCN(CC)CC.CN(C(ON1N=NC2C=CC=NC1=2)=[N+](C)C)C.F[P-](F)(F)(F)(F)F. The catalyst is CC#N. The product is [OH:33][C:32]1[CH:34]=[CH:35][CH:36]=[CH:37][C:31]=1[C:30]([N:4]1[CH2:5][CH2:6][N:1]([C:7](=[O:29])[CH2:8][CH2:9][CH:10]=[CH:11][CH2:12][CH:13]=[CH:14][CH2:15][CH:16]=[CH:17][CH2:18][CH:19]=[CH:20][CH2:21][CH:22]=[CH:23][CH2:24][CH:25]=[CH:26][CH2:27][CH3:28])[CH2:2][CH2:3]1)=[O:38]. The yield is 0.196. (5) The reactants are [NH:1]([C:3]1[CH:8]=[C:7]([C:9]#[N:10])[CH:6]=[CH:5][N:4]=1)[NH2:2].[Cl:11][C:12]1[CH:13]=[C:14]([CH2:18][C:19](=O)[CH2:20][C:21](OCC)=[O:22])[CH:15]=[CH:16][CH:17]=1. No catalyst specified. The product is [Cl:11][C:12]1[CH:13]=[C:14]([CH2:18][C:19]2[CH:20]=[C:21]([OH:22])[N:1]([C:3]3[CH:8]=[C:7]([C:9]#[N:10])[CH:6]=[CH:5][N:4]=3)[N:2]=2)[CH:15]=[CH:16][CH:17]=1. The yield is 0.320. (6) The product is [Cl:37][C:33]1[CH:32]=[CH:31][CH:30]=[C:29]2[C:34]=1[CH2:35][CH2:36][NH:27][C:28]2=[O:38]. No catalyst specified. The yield is 0.670. The reactants are FC(F)(F)S(O)(=O)=O.NC1N=C(C)C(CNC(=O)C2C=CN=C(C[N:27]3[CH:36]=[CH:35][C:34]4[C:29](=[CH:30][CH:31]=[CH:32][C:33]=4[Cl:37])[C:28]3=[O:38])C=2)=C(C)C=1. (7) The reactants are [O:1]1[CH:5]=[CH:4][CH:3]=[C:2]1/[CH:6]=[CH:7]/[C:8]([C:10]1[S:11][CH:12]=[CH:13][CH:14]=1)=O.C1(C=CC(C2C=CC=CC=2)=O)C=CC=CC=1.[C:31]([CH2:33][C:34]([NH2:36])=[S:35])#[N:32]. The product is [O:1]1[CH:5]=[CH:4][CH:3]=[C:2]1[C:6]1[CH:7]=[C:8]([C:10]2[S:11][CH:12]=[CH:13][CH:14]=2)[NH:36][C:34](=[S:35])[C:33]=1[C:31]#[N:32]. The yield is 0.390. No catalyst specified. (8) The reactants are [CH:1]1([S:6]([C:8]2[CH:9]=[C:10]([CH3:17])[CH:11]=[CH:12][C:13]=2[N+:14]([O-])=O)=[O:7])[CH2:5][CH2:4][CH2:3][CH2:2]1.C1C=C(Cl)C=C([C:25]([O:27]O)=O)C=1.C1(S(C2C=C(C)C=CC=2N)=O)CCCC1.[NH2:44][C:45]1[S:46][CH:47]=[CH:48][N:49]=1. No catalyst specified. The product is [CH:1]1([S:6]([C:8]2[CH:9]=[C:10]([CH3:17])[CH:11]=[CH:12][C:13]=2[NH:14][C:25]([NH:44][C:45]2[S:46][CH:47]=[CH:48][N:49]=2)=[O:27])=[O:7])[CH2:5][CH2:4][CH2:3][CH2:2]1. The yield is 0.650.